This data is from Forward reaction prediction with 1.9M reactions from USPTO patents (1976-2016). The task is: Predict the product of the given reaction. (1) Given the reactants [Cl:1][C:2]1[CH:3]=[C:4](OS(C(F)(F)F)(=O)=O)[CH:5]=[C:6]([Cl:31])[C:7]=1[CH2:8][CH:9]1[CH2:13][CH2:12][N:11]([CH:14]2[CH2:22][CH2:21][C:20]3[C:16](=[CH:17][N:18](S(C(F)(F)F)(=O)=O)[N:19]=3)[CH2:15]2)[C:10]1=[O:30].[CH3:40][N:41]1[CH:45]=[C:44](B2OC(C)(C)C(C)(C)O2)[CH:43]=[N:42]1.C(=O)([O-])[O-].[Na+].[Na+].C(OCC)(=O)C, predict the reaction product. The product is: [Cl:1][C:2]1[CH:3]=[C:4]([C:44]2[CH:43]=[N:42][N:41]([CH3:40])[CH:45]=2)[CH:5]=[C:6]([Cl:31])[C:7]=1[CH2:8][CH:9]1[CH2:13][CH2:12][N:11]([CH:14]2[CH2:22][CH2:21][C:20]3[C:16](=[CH:17][NH:18][N:19]=3)[CH2:15]2)[C:10]1=[O:30]. (2) Given the reactants Cl.[CH3:2][O:3][C:4]1[CH:5]=[C:6]2[C:11](=[CH:12][CH:13]=1)[CH2:10][NH:9][CH2:8][CH2:7]2.[CH3:14][O:15][C:16]([C:18]1[CH:23]=[CH:22][C:21](B(O)O)=[CH:20][CH:19]=1)=[O:17].N1C=CC=CC=1, predict the reaction product. The product is: [CH3:2][O:3][C:4]1[CH:5]=[C:6]2[C:11](=[CH:12][CH:13]=1)[CH2:10][N:9]([C:21]1[CH:22]=[CH:23][C:18]([C:16]([O:15][CH3:14])=[O:17])=[CH:19][CH:20]=1)[CH2:8][CH2:7]2.